From a dataset of Reaction yield outcomes from USPTO patents with 853,638 reactions. Predict the reaction yield, written as a fraction of the theoretical maximum amount of product (1.0 means a 100% yield; for example, 0.34 means a 34% yield). (1) The reactants are [Br:1][C:2]1[C:7](=[O:8])[N:6]([C:9]2[CH:10]=[C:11]([CH:15]=[CH:16][C:17]=2[CH3:18])[C:12]([OH:14])=O)[C:5]([CH3:19])=[N:4][C:3]=1[O:20][CH2:21][C:22]1[CH:27]=[CH:26][C:25]([F:28])=[CH:24][C:23]=1[F:29].C[N:31]1CCOCC1.C(OC(Cl)=O)C(C)C.[CH3:45][C@@H:46]([NH2:49])[CH2:47][OH:48]. The catalyst is CC(N(C)C)=O.ClCCl. The product is [NH2:31][C:47]([C@@H:46]([NH:49][C:12](=[O:14])[C:11]1[CH:15]=[CH:16][C:17]([CH3:18])=[C:9]([N:6]2[C:7](=[O:8])[C:2]([Br:1])=[C:3]([O:20][CH2:21][C:22]3[CH:27]=[CH:26][C:25]([F:28])=[CH:24][C:23]=3[F:29])[N:4]=[C:5]2[CH3:19])[CH:10]=1)[CH3:45])=[O:48]. The yield is 0.490. (2) The reactants are CC(C)([O-])C.[Na+].Br[C:8]1[S:12][C:11]([C:13]([O:15][CH2:16][CH3:17])=[O:14])=[CH:10][CH:9]=1.[CH2:18]([N:20]1[CH2:25][CH2:24][NH:23][CH2:22][CH2:21]1)[CH3:19].C1(P(C2C=CC=CC=2)C2C=CC3C(=CC=CC=3)C=2C2C3C(=CC=CC=3)C=CC=2P(C2C=CC=CC=2)C2C=CC=CC=2)C=CC=CC=1. The catalyst is C1(C)C=CC=CC=1.CO.C1C=CC(/C=C/C(/C=C/C2C=CC=CC=2)=O)=CC=1.C1C=CC(/C=C/C(/C=C/C2C=CC=CC=2)=O)=CC=1.C1C=CC(/C=C/C(/C=C/C2C=CC=CC=2)=O)=CC=1.[Pd].[Pd]. The product is [CH2:18]([N:20]1[CH2:25][CH2:24][N:23]([C:8]2[S:12][C:11]([C:13]([O:15][CH2:16][CH3:17])=[O:14])=[CH:10][CH:9]=2)[CH2:22][CH2:21]1)[CH3:19]. The yield is 0.320. (3) The reactants are [N:1]12[CH2:8][CH2:7][CH:4]([CH2:5][CH2:6]1)[CH:3]([O:9][C:10]1[N:11]=[CH:12][C:13]([C:16]3[CH:21]=[CH:20][C:19]([NH:22]C(=O)OCC4C=CC=CC=4)=[CH:18][CH:17]=3)=[N:14][CH:15]=1)[CH2:2]2. The catalyst is C(O)C.[Pd]. The product is [N:1]12[CH2:6][CH2:5][CH:4]([CH2:7][CH2:8]1)[CH:3]([O:9][C:10]1[N:11]=[CH:12][C:13]([C:16]3[CH:21]=[CH:20][C:19]([NH2:22])=[CH:18][CH:17]=3)=[N:14][CH:15]=1)[CH2:2]2. The yield is 0.860. (4) The reactants are [OH:1][CH2:2][C:3]1([C:11]([O:13][CH:14]([CH3:16])[CH3:15])=[O:12])[CH2:6][C:5]([O:9][CH3:10])([O:7][CH3:8])[CH2:4]1.N1C(C)=CC=CC=1C.[F:25][C:26]([F:39])([F:38])[S:27](O[S:27]([C:26]([F:39])([F:38])[F:25])(=[O:29])=[O:28])(=[O:29])=[O:28]. The catalyst is C(Cl)Cl. The product is [CH3:8][O:7][C:5]1([O:9][CH3:10])[CH2:4][C:3]([CH2:2][O:1][S:27]([C:26]([F:39])([F:38])[F:25])(=[O:29])=[O:28])([C:11]([O:13][CH:14]([CH3:16])[CH3:15])=[O:12])[CH2:6]1. The yield is 0.770. (5) The reactants are [Cl:1][C:2]1[CH:31]=[CH:30][CH:29]=[C:28]([CH:32]2[CH2:35][CH2:34][CH2:33]2)[C:3]=1[C:4]([N:6]1[C:14]2[C:9](=[N:10][CH:11]=[CH:12][CH:13]=2)[C:8]([C:15]2[C:25]([F:26])=[CH:24][C:18]([C:19]([O:21]CC)=[O:20])=[CH:17][C:16]=2[F:27])=[N:7]1)=[O:5].[Li+].[OH-]. The catalyst is CO.O. The product is [Cl:1][C:2]1[CH:31]=[CH:30][CH:29]=[C:28]([CH:32]2[CH2:35][CH2:34][CH2:33]2)[C:3]=1[C:4]([N:6]1[C:14]2[C:9](=[N:10][CH:11]=[CH:12][CH:13]=2)[C:8]([C:15]2[C:16]([F:27])=[CH:17][C:18]([C:19]([OH:21])=[O:20])=[CH:24][C:25]=2[F:26])=[N:7]1)=[O:5]. The yield is 0.618.